This data is from Forward reaction prediction with 1.9M reactions from USPTO patents (1976-2016). The task is: Predict the product of the given reaction. (1) Given the reactants [Br:1][C:2]1[CH:7]=[CH:6][C:5]([CH:8]([NH:16][CH3:17])[CH2:9][N:10]2[CH2:15][CH2:14][O:13][CH2:12][CH2:11]2)=[CH:4][C:3]=1[F:18].[Cl:19][C:20]1[C:21]([Cl:35])=[CH:22][C:23]2[O:28][CH2:27][C:26](=[O:29])[N:25]([CH2:30][C:31]([OH:33])=O)[C:24]=2[CH:34]=1.CN([P+](ON1N=NC2C=CC=CC1=2)(N(C)C)N(C)C)C.F[P-](F)(F)(F)(F)F.C(N(CC)CC)C.C([O-])(O)=O.[Na+], predict the reaction product. The product is: [Br:1][C:2]1[CH:7]=[CH:6][C:5]([CH:8]([N:16]([CH3:17])[C:31](=[O:33])[CH2:30][N:25]2[C:24]3[CH:34]=[C:20]([Cl:19])[C:21]([Cl:35])=[CH:22][C:23]=3[O:28][CH2:27][C:26]2=[O:29])[CH2:9][N:10]2[CH2:11][CH2:12][O:13][CH2:14][CH2:15]2)=[CH:4][C:3]=1[F:18]. (2) Given the reactants [Cl:1][C:2]1[CH:24]=[CH:23][C:5]([C:6]([N:8]([CH3:22])[C:9]2[CH:20]=[CH:19][CH:18]=[C:17]([CH3:21])[C:10]=2[O:11][CH2:12][CH2:13][C:14]([OH:16])=[O:15])=[O:7])=[CH:4][C:3]=1[C:25]1[CH:26]=[N:27][C:28]([C:32]#[N:33])=[CH:29][C:30]=1[CH3:31].[C:34](Cl)(=O)[C:35](Cl)=O.C(O)C, predict the reaction product. The product is: [CH2:34]([O:15][C:14](=[O:16])[CH2:13][CH2:12][O:11][C:10]1[C:17]([CH3:21])=[CH:18][CH:19]=[CH:20][C:9]=1[N:8]([C:6](=[O:7])[C:5]1[CH:23]=[CH:24][C:2]([Cl:1])=[C:3]([C:25]2[CH:26]=[N:27][C:28]([C:32]#[N:33])=[CH:29][C:30]=2[CH3:31])[CH:4]=1)[CH3:22])[CH3:35]. (3) The product is: [CH2:8]([O:7][C:1](=[O:6])/[C:2](=[CH:10]\[O:11][CH2:12][CH3:13])/[C:3](=[O:4])[CH3:5])[CH3:9]. Given the reactants [C:1]([O:7][CH2:8][CH3:9])(=[O:6])[CH2:2][C:3]([CH3:5])=[O:4].[CH:10](OCC)(OCC)[O:11][CH2:12][CH3:13].C(OC(=O)C)(=O)C, predict the reaction product. (4) Given the reactants C([N:8]1[CH2:13][CH2:12][CH2:11][C:10]([C:15]2[CH:20]=[CH:19][CH:18]=[C:17]([O:21][CH3:22])[CH:16]=2)([OH:14])[CH2:9]1)C1C=CC=CC=1.Cl, predict the reaction product. The product is: [CH3:22][O:21][C:17]1[CH:16]=[C:15]([C:10]2([OH:14])[CH2:11][CH2:12][CH2:13][NH:8][CH2:9]2)[CH:20]=[CH:19][CH:18]=1. (5) The product is: [OH:1][C@@:2]1([C:9]#[C:10][C:11]2[CH:12]=[C:13]([N:17]3[C:25]4[CH2:24][CH2:23][N:22]([C:26]5[CH:31]=[CH:30][N:29]=[CH:28][N:27]=5)[CH2:21][C:20]=4[C:19]([C:32]([NH2:37])=[O:34])=[N:18]3)[CH:14]=[CH:15][CH:16]=2)[CH2:6][CH2:5][N:4]([CH3:7])[C:3]1=[O:8]. Given the reactants [OH:1][C@@:2]1([C:9]#[C:10][C:11]2[CH:12]=[C:13]([N:17]3[C:25]4[CH2:24][CH2:23][N:22]([C:26]5[CH:31]=[CH:30][N:29]=[CH:28][N:27]=5)[CH2:21][C:20]=4[C:19]([C:32]([O:34]CC)=O)=[N:18]3)[CH:14]=[CH:15][CH:16]=2)[CH2:6][CH2:5][N:4]([CH3:7])[C:3]1=[O:8].[NH3:37], predict the reaction product. (6) Given the reactants [CH3:1][C:2]1[CH:7]=[C:6]([CH3:8])[NH:5][C:4](=[O:9])[C:3]=1[CH2:10][NH:11][C:12]([C:14]1[CH:19]=[C:18]([C:20]2[CH2:21][C:22]([CH3:29])([CH3:28])[NH:23][C:24]([CH3:27])([CH3:26])[CH:25]=2)[N:17]=[C:16]2[N:30]([CH:33]3[CH2:38][CH2:37][N:36](C(OC(C)(C)C)=O)[CH2:35][CH2:34]3)[N:31]=[CH:32][C:15]=12)=[O:13], predict the reaction product. The product is: [CH3:1][C:2]1[CH:7]=[C:6]([CH3:8])[NH:5][C:4](=[O:9])[C:3]=1[CH2:10][NH:11][C:12]([C:14]1[C:15]2[CH:32]=[N:31][N:30]([CH:33]3[CH2:38][CH2:37][NH:36][CH2:35][CH2:34]3)[C:16]=2[N:17]=[C:18]([C:20]2[CH2:21][C:22]([CH3:28])([CH3:29])[NH:23][C:24]([CH3:26])([CH3:27])[CH:25]=2)[CH:19]=1)=[O:13]. (7) Given the reactants Br[C:2]1[S:3][C:4]([S:7][CH2:8][C:9]([NH:11][CH2:12][C@@H:13]2[O:18][CH2:17][CH2:16][N:15]([CH2:19][C:20]3[CH:25]=[CH:24][C:23]([Cl:26])=[C:22]([Cl:27])[CH:21]=3)[CH2:14]2)=[O:10])=[CH:5][CH:6]=1.C(=O)([O-])[O-].[Na+].[Na+].C[O:35][C:36]([C:38]1[CH:43]=[CH:42][C:41](B(O)O)=[CH:40][CH:39]=1)=[O:37], predict the reaction product. The product is: [C:36]([C:38]1[CH:43]=[CH:42][C:41]([C:2]2[S:3][C:4]([S:7][CH2:8][C:9]([NH:11][CH2:12][C@@H:13]3[O:18][CH2:17][CH2:16][N:15]([CH2:19][C:20]4[CH:25]=[CH:24][C:23]([Cl:26])=[C:22]([Cl:27])[CH:21]=4)[CH2:14]3)=[O:10])=[CH:5][CH:6]=2)=[CH:40][CH:39]=1)([OH:37])=[O:35]. (8) Given the reactants [NH:1]1[C:5]2[CH:6]=[CH:7][CH:8]=[CH:9][C:4]=2[N:3]=[C:2]1[C:10]1[CH:15]=[CH:14][C:13]([CH:16]2[O:21][CH2:20][CH2:19][N:18](C(OC(C)(C)C)=O)[CH2:17]2)=[CH:12][CH:11]=1.[ClH:29], predict the reaction product. The product is: [ClH:29].[NH:1]1[C:5]2[CH:6]=[CH:7][CH:8]=[CH:9][C:4]=2[N:3]=[C:2]1[C:10]1[CH:11]=[CH:12][C:13]([CH:16]2[O:21][CH2:20][CH2:19][NH:18][CH2:17]2)=[CH:14][CH:15]=1. (9) Given the reactants [N:1]([C:4]1[CH:18]=[CH:17][C:16]([CH:19]=[CH:20][C:21]2[C:22]([CH3:34])([CH3:33])[O:23][C:24](=[C:28]([C:31]#[N:32])[C:29]#[N:30])[C:25]=2[C:26]#[N:27])=[CH:15][C:5]=1[O:6][CH2:7][CH2:8][CH2:9][CH2:10][CH2:11][C:12]([OH:14])=[O:13])=[N+:2]=[N-:3].O[N:36]1[C:40](=[O:41])[CH2:39][CH2:38][C:37]1=[O:42].C1CCC(N=C=NC2CCCCC2)CC1, predict the reaction product. The product is: [O:42]=[C:37]1[CH2:38][CH2:39][C:40](=[O:41])[N:36]1[O:13][C:12](=[O:14])[CH2:11][CH2:10][CH2:9][CH2:8][CH2:7][O:6][C:5]1[CH:15]=[C:16]([CH:19]=[CH:20][C:21]2[C:22]([CH3:34])([CH3:33])[O:23][C:24](=[C:28]([C:31]#[N:32])[C:29]#[N:30])[C:25]=2[C:26]#[N:27])[CH:17]=[CH:18][C:4]=1[N:1]=[N+:2]=[N-:3]. (10) Given the reactants C([O:4][C:5]1[CH:10]=[C:9]([C:11]#[N:12])[C:8](Br)=[C:7]([C:14]#[N:15])[C:6]=1[O:16]C(=O)C)(=O)C.C([Sn](CCCC)(CCCC)[C:25]1[S:26][CH:27]=[CH:28][CH:29]=1)CCC, predict the reaction product. The product is: [OH:16][C:6]1[C:5]([OH:4])=[CH:10][C:9]([C:11]#[N:12])=[C:8]([C:25]2[S:26][CH:27]=[CH:28][CH:29]=2)[C:7]=1[C:14]#[N:15].